This data is from P-glycoprotein inhibition data for predicting drug efflux from Broccatelli et al.. The task is: Regression/Classification. Given a drug SMILES string, predict its absorption, distribution, metabolism, or excretion properties. Task type varies by dataset: regression for continuous measurements (e.g., permeability, clearance, half-life) or binary classification for categorical outcomes (e.g., BBB penetration, CYP inhibition). Dataset: pgp_broccatelli. (1) The molecule is O[C@H]1C=C2CCN3Cc4cc5c(cc4[C@H]([C@@H]1O)[C@H]23)OCO5. The result is 0 (non-inhibitor). (2) The compound is CCCCCCC[C@H]1OC(=O)C[C@@H](OCOC)[C@H](Cc2ccccc2)N(C)C(=O)C(C)(C)OC(=O)[C@H]1C. The result is 1 (inhibitor). (3) The drug is c1ccc(CN(CC2=NCCN2)c2ccccc2)cc1. The result is 1 (inhibitor). (4) The molecule is CC(=O)c1ccc(OC[C@@H](O)CNCCC(c2ccccc2)c2ccccc2)cc1. The result is 1 (inhibitor).